This data is from Experimentally validated miRNA-target interactions with 360,000+ pairs, plus equal number of negative samples. The task is: Binary Classification. Given a miRNA mature sequence and a target amino acid sequence, predict their likelihood of interaction. (1) Result: 1 (interaction). The miRNA is hsa-miR-619-5p with sequence GCUGGGAUUACAGGCAUGAGCC. The protein sequence of the target gene is MARETFPFTSSMLRSLRLQQEWLEWEDRRRAAAQQCRSRRCPSSPRARLTRPHRSCRDPAVHQALFSGNLQQVQALFQDEEAANMIVETVSNQLAWSAEQGFWVLTPKTKQTAPLAIATARGYTDCARHLIRQGAELDARVGGRAALHEACARAQFDCVRLLLTFGAKANVLTEEGTTPLHLCTIPESLQCAKLLLEAGATVNLAAGESQETPLHVAAARGLEQHVALYLEHGADVGLRTSQGETALNTACAGAEGPGSCRRHQAAARRLLEAGADARAAGRKRHTPLHNACANGCGGLA.... (2) The miRNA is hsa-miR-215-3p with sequence UCUGUCAUUUCUUUAGGCCAAUA. The protein sequence of the target gene is MWQEAMRRRRYLRDRSEEAAGGGDGLPRSRDWLYESYYCMSQQHPLIVFLLLIVMGSCLALLAVFFALGLEVEDHVAFLITVPTALAIFFAIFILVCIESVFKKLLRLFSLVIWICLVAMGYLFMCFGGTVSPWDQVSFFLFIIFVVYTMLPFNMRDAIIASVLTSSSHTIVLSVCLSATPGGKEHLVWQILANVIIFICGNLAGAYHKHLMELALQQTYQDTCNCIKSRIKLEFEKRQQERLLLSLLPAHIAMEMKAEIIQRLQGPKAGQMENTNNFHNLYVKRHTNVSILYADIVGFT.... Result: 1 (interaction). (3) The miRNA is hsa-miR-3606-5p with sequence UUAGUGAAGGCUAUUUUAAUU. The protein sequence of the target gene is MARFSTYIIFTSVLCQLTVTAASGTLKKVAGALDGSVTFTLNITEIKVDYVVWTFNTFFLAMVKKDGVTSQSSNKERIVFPDGLYSMKLSQLKKNDSGAYRAEIYSTSSQASLIQEYVLHVYKHLSRPKVTIDRQSNKNGTCVINLTCSTDQDGENVTYSWKAVGQGDNQFHDGATLSIAWRSGEKDQALTCMARNPVSNSFSTPVFPQKLCEDAATDLTSLRGILYILCFSAVLILFAVLLTIFHTTWIKKGKGCEEDKKRVDRHQEMPDLCPHLEENADYDTIPYTEKRRPEEDAPNT.... Result: 0 (no interaction). (4) The miRNA is hsa-miR-1260b with sequence AUCCCACCACUGCCACCAU. The protein sequence of the target gene is MSDRPTARRWGKCGPLCTRENIMVAFKGVWTQAFWKAVTAEFLAMLIFVLLSLGSTINWGGTEKPLPVDMVLISLCFGLSIATMVQCFGHISGGHINPAVTVAMVCTRKISIAKSVFYIAAQCLGAIIGAGILYLVTPPSVVGGLGVTMVHGNLTAGHGLLVELIITFQLVFTIFASCDSKRTDVTGSIALAIGFSVAIGHLFAINYTGASMNPARSFGPAVIMGNWENHWIYWVGPIIGAVLAGGLYEYVFCPDVEFKRRFKEAFSKAAQQTKGSYMEVEDNRSQVETDDLILKPGVVH.... Result: 0 (no interaction). (5) The miRNA is mmu-miR-1967 with sequence UGAGGAUCCUGGGGAGAAGAUGC. The protein sequence of the target gene is METKFQRWVRVTVLRGCVGCRTVAVPATATGRDLKERIFAETSFPVAEQRLWRGDREVPDWIKIGDLTSKTCHLFVNLQSKGLKGGGRFGQTTPPLVDFLKDILRRYPEGGQILKELIQNAEDAGATEVKFLYDETQYGTETLWSKDMAQYQGSALYVYNNAVFTPEDWHGIQEIARSRKKDDPLKVGRFGIGFNSVYHITDVPCIFSGDQIGMLDPHQTLFGPHESGQCWNLKDDIKEINELPDQFAPFIGVFGSTKETFTNGSFPGTFFRFPLRLQPSQLSSNLYTKQKVLELFDSFR.... Result: 0 (no interaction). (6) The miRNA is hsa-miR-128-1-5p with sequence CGGGGCCGUAGCACUGUCUGAGA. The protein sequence of the target gene is MDRGQPSLEPAAAAPRASGRCVIAPVRAVLRLRRRVCVLRKRRLLQPGGGPDVGTGAPRPGCSPRAPRADLDQPKFFTFDSPAELPSRTPRKKRRRSRLVLYPETSRKYRPRVEHRSRAQRCLLLLVAIVGFQVLNAIENLDDNAQRYDLDGLEKALQRAVFGQPAAVSRIVALMRDYLATHVHSRPLLLALHGPSGVGKSHVGRLLARHFRSVLEDSALVLQYHARHHCPEARAAQDCREELARRVADVVARAEAEEKTPLLVLDDVELMPRPLLDELHGFLQPQRSHHFHNAIYVLLS.... Result: 1 (interaction). (7) The miRNA is hsa-miR-4436b-5p with sequence GUCCACUUCUGCCUGCCCUGCC. The protein sequence of the target gene is MESRMWPALLLSHLLPLWPLLLLPLPPPAQGSSSSPRTPPAPARPPCARGGPSAPRHVCVWERAPPPSRSPRVPRSRRQVLPGTAPPATPSGFEEGPPSSQYPWAIVWGPTVSREDGGDPNSANPGFLDYGFAAPHGLATPHPNSDSMRGDGDGLILGEAPATLRPFLFGGRGEGVDPQLYVTITISIIIVLVATGIIFKFCWDRSQKRRRPSGQQGALRQEESQQPLTDLSPAGVTVLGAFGDSPTPTPDHEEPRGGPRPGMPHPKGAPAFQLNRIPLVNL. Result: 0 (no interaction).